From a dataset of Peptide-MHC class I binding affinity with 185,985 pairs from IEDB/IMGT. Regression. Given a peptide amino acid sequence and an MHC pseudo amino acid sequence, predict their binding affinity value. This is MHC class I binding data. The peptide sequence is VPPESVEAA. The MHC is HLA-A24:03 with pseudo-sequence HLA-A24:03. The binding affinity (normalized) is 0.